Dataset: Drug-target binding data from BindingDB using IC50 measurements. Task: Regression. Given a target protein amino acid sequence and a drug SMILES string, predict the binding affinity score between them. We predict pIC50 (pIC50 = -log10(IC50 in M); higher means more potent). Dataset: bindingdb_ic50. (1) The drug is CCCCN1C(=O)[C@@H]([C@H](O)C2CCCCC2)NC(=O)C12CCN(Cc1ccc(Oc3ccc(C(=O)O)cc3)cc1)CC2. The target protein (O08556) has sequence MDFQGSIPTYIYDIDYSMSAPCQKVNVKQIAAQLLPPLYSLVFIFGFVGNMMVFLILISCKKLKSMTDIYLFNLAISDLLFLLTLPFWAHYAANEWVFGNIMCKLFTGIYHIGYFGGIFFIILLTIDRYLAIVHAVFAIKARTVNFGVITSVVTWVVAVFVSLPEIIFMRSQKEGSHYTCSPHFLHIQYRFWKHFQTLKMVILSLILPLLVMVICYSGILNTLFRCRNEKKRHRAVRLIFAIMIVYFLFWTPYNIVLLLTTFQEYFGLNNCSSSNRLDQAMQVTETLGMTHCCLNPVIYAFVGEKFRNYLSVFFRKHIVKRFCKHCSIFQQVNPDRVSSVYTRSTGEQEVSTGL. The pIC50 is 4.5. (2) The small molecule is Cc1cc(O)c2c(=O)c3c(O)cc(O)c4c5c(O)cc(O)c6c(=O)c7c(O)cc(C)c8c1c2c(c34)c(c78)c65. The target protein (P41921) has sequence MLSATKQTFRSLQIRTMSTNTKHYDYLVIGGGSGGVASARRAASYGAKTLLVEAKALGGTCVNVGCVPKKVMWYASDLATRVSHANEYGLYQNLPLDKEHLTFNWPEFKQKRDAYVHRLNGIYQKNLEKEKVDVVFGWARFNKDGNVEVQKRDNTTEVYSANHILVATGGKAIFPENIPGFELGTDSDGFFRLEEQPKKVVVVGAGYIGIELAGVFHGLGSETHLVIRGETVLRKFDECIQNTITDHYVKEGINVHKLSKIVKVEKNVETDKLKIHMNDSKSIDDVDELIWTIGRKSHLGMGSENVGIKLNSHDQIIADEYQNTNVPNIYSLGDVVGKVELTPVAIAAGRKLSNRLFGPEKFRNDKLDYENVPSVIFSHPEAGSIGISEKEAIEKYGKENIKVYNSKFTAMYYAMLSEKSPTRYKIVCAGPNEKVVGLHIVGDSSAEILQGFGVAIKMGATKADFDNCVAIHPTSAEELVTMR. The pIC50 is 5.4. (3) The compound is C[C@@H]1NN[C@@H](CNC(=O)[C@@H](N)CCCCN)[C@H](O)[C@@H]1O. The target protein (Q2KIM0) has sequence MRSWVVGARLLLLLQLVLVLGAVRLPPCTDPRHCTDPPRYTPDWPSLDSRPLPAWFDEAKFGVFVHWGVFSVPAWGSEWFWWHWQGEKLPQYESFMKENYPPDFSYADFGPRFTARFFNPDSWADLFKAAGAKYVVLTTKHHEGYTNWPSPVSWNWNSKDVGPHRDLVGELGTAIRKRNIRYGLYHSLLEWFHPLYLRDKKNGFKTQYFVNAKTMPELYDLVNRYKPDLIWSDGEWECPDTYWNSTDFLAWLYNDSPVKDEVVVNDRWGQNCSCHHGGYYNCKDKFQPETLPDHKWEMCTSIDQRSWGYRRDMEMADITNESTIISELVQTVSLGGNYLLNVGPTKDGLIVPIFQERLLAVGKWLSINGEAIYASKPWRVQSEKNSVWYTSKGLAVYAILLHWPEYGILSLISPIATSTTKVTMLGIQKDLKWSLNPSGKGLLVFLPQLPPAALPTEFAWTIKLTGVK. The pIC50 is 3.3. (4) The target protein (Q05469) has sequence MEPGSKSVSRSDWQPEPHQRPITPLEPGPEKTPIAQPESKTLQGSNTQQKPASNQRPLTQQETPAQHDAESQKEPRAQQKSASQEEFLAPQKPAPQQSPYIQRVLLTQQEAASQQGPGLGKESITQQEPALRQRHVAQPGPGPGEPPPAQQEAESTPAAQAKPGAKREPSAPTESTSQETPEQSDKQTTPVQGAKSKQGSLTELGFLTKLQELSIQRSALEWKALSEWVTDSESESDVGSSSDTDSPATMGGMVAQGVKLGFKGKSGYKVMSGYSGTSPHEKTSARNHRHYQDTASRLIHNMDLRTMTQSLVTLAEDNIAFFSSQGPGETAQRLSGVFAGVREQALGLEPALGRLLGVAHLFDLDPETPANGYRSLVHTARCCLAHLLHKSRYVASNRRSIFFRTSHNLAELEAYLAALTQLRALVYYAQRLLVTNRPGVLFFEGDEGLTADFLREYVTLHKGCFYGRCLGFQFTPAIRPFLQTISIGLVSFGEHYKRNE.... The drug is O=C1N(c2ccc(OC(F)(F)F)cc2)C[C@@H]2C[C@H](NS(=O)(=O)c3ccc(Cl)cc3)CN12. The pIC50 is 6.4. (5) The drug is CN(C)CCCn1cc(C2=C(c3c[nH]c4ccccc34)C(=O)NC2=O)c2ccccc21. The target protein (P15127) has sequence MGSGRGCETTAVPLLMAVAVAGGTAGHLYPGEVCPGMDIRNNLTRLHELENCSVIEGHLQILLMFKTRPEDFRDLSFPKLIMITDYLLLFRVYGLESLKDLFPNLTVIRGSRLFFNYALVIFEMVHLKELGLYNLMNITRGSVRIEKNNELCYLATIDWSRILDYVEDNYIVLNKDDNEECGDVCPGTAKGKTNCPATVINGQFVERCWTHSHCQKVCPTICKSHGCTAEGLCCHKECLGNCSEPDDPTKCVACRNFYLDGQCVETCPPPYYHFQDWRCVNFSFCQDLHYKCRNSRKPGCHQYVIHNNKCIPECPSGYTMNSSNLMCTPCLGPCPKVCQILEGEKTIDSVTSAQELRGCTVINGSLIINIRGGNNLAAELEANLGLIEEISGFLKIRRSYALVSLSFFRKLHLIRGETLEIGNYSFYALDNQNLRQLWDWNKHNLTITQGKLFFHYNPKLCLSEIHKMEEVSGTKGRQERNDIALKTNGDQASCENELLK.... The pIC50 is 4.0. (6) The compound is COc1ccccc1S(=O)(=O)Nc1ccc2c(c1)nc(-c1ccccc1)n2CCCc1ccccc1. The target protein (Q96KQ7) has sequence MAAAAGAAAAAAAEGEAPAEMGALLLEKETRGATERVHGSLGDTPRSEETLPKATPDSLEPAGPSSPASVTVTVGDEGADTPVGATPLIGDESENLEGDGDLRGGRILLGHATKSFPSSPSKGGSCPSRAKMSMTGAGKSPPSVQSLAMRLLSMPGAQGAAAAGSEPPPATTSPEGQPKVHRARKTMSKPGNGQPPVPEKRPPEIQHFRMSDDVHSLGKVTSDLAKRRKLNSGGGLSEELGSARRSGEVTLTKGDPGSLEEWETVVGDDFSLYYDSYSVDERVDSDSKSEVEALTEQLSEEEEEEEEEEEEEEEEEEEEEEEEDEESGNQSDRSGSSGRRKAKKKWRKDSPWVKPSRKRRKREPPRAKEPRGVNGVGSSGPSEYMEVPLGSLELPSEGTLSPNHAGVSNDTSSLETERGFEELPLCSCRMEAPKIDRISERAGHKCMATESVDGELSGCNAAILKRETMRPSSRVALMVLCETHRARMVKHHCCPGCGYF.... The pIC50 is 5.6. (7) The compound is CCCN(CCC)CCCNC(=O)c1ccc2c(c1)N(CC)C(=O)c1ccccc1S2=O. The target protein (P9WJM9) has sequence MQSWYCPPVPVLPGRGPQLRLYDSADRQVRPVAPGSKATMYVCGITPYDATHLGHAATYVTFDLIHRLWLDLGHELHYVQNITDIDDPLFERADRDGVDWRDLAQAEVALFCEDMAALRVLPPQDYVGATEAIAEMVELIEKMLACGAAYVIDREMGEYQDIYFRADATLQFGYESGYDRDTMLRLCEERGGDPRRPGKSDELDALLWRAARPGEPSWPSPFGPGRPGWHVECAAIALSRIGSGLDIQGGGSDLIFPHHEFTAAHAECVSGERRFARHYVHAGMIGWDGHKMSKSRGNLVLVSALRAQDVEPSAVRLGLLAGHYRADRFWSQQVLDEATARLHRWRTATALPAGPAAVDVVARVRRYLADDLDTPKAIAALDGWVTDAVEYGGHDAGAPKLVATAIDALLGVDL. The pIC50 is 2.5.